From a dataset of Full USPTO retrosynthesis dataset with 1.9M reactions from patents (1976-2016). Predict the reactants needed to synthesize the given product. (1) Given the product [Cl:20][C:21]1[CH:22]=[C:23]([NH:28][C:29](=[S:30])[NH:1][C:2]2[CH:3]=[C:4]([CH:14]=[CH:15][C:16]=2[O:17][CH2:18][CH3:19])[C:5]([NH:7][C:8]2[CH:13]=[CH:12][CH:11]=[CH:10][CH:9]=2)=[O:6])[CH:24]=[C:25]([Cl:27])[CH:26]=1, predict the reactants needed to synthesize it. The reactants are: [NH2:1][C:2]1[CH:3]=[C:4]([CH:14]=[CH:15][C:16]=1[O:17][CH2:18][CH3:19])[C:5]([NH:7][C:8]1[CH:13]=[CH:12][CH:11]=[CH:10][CH:9]=1)=[O:6].[Cl:20][C:21]1[CH:22]=[C:23]([N:28]=[C:29]=[S:30])[CH:24]=[C:25]([Cl:27])[CH:26]=1. (2) Given the product [C:29]([O:33][C:34]([NH:36][C@H:37]([C:38]([O:40][CH2:14][O:13][C:12](=[O:16])[N:11]([C:9]1[N:10]=[C:5]2[CH:4]=[CH:3][C:2]([Cl:1])=[CH:7][N:6]2[N:8]=1)[C:17]1[CH:22]=[CH:21][C:20]([S:23]([CH3:26])(=[O:25])=[O:24])=[CH:19][C:18]=1[O:27][CH3:28])=[O:39])[CH2:41][CH:42]([CH3:43])[CH3:44])=[O:35])([CH3:30])([CH3:32])[CH3:31], predict the reactants needed to synthesize it. The reactants are: [Cl:1][C:2]1[CH:3]=[CH:4][C:5]2[N:6]([N:8]=[C:9]([N:11]([C:17]3[CH:22]=[CH:21][C:20]([S:23]([CH3:26])(=[O:25])=[O:24])=[CH:19][C:18]=3[O:27][CH3:28])[C:12](=[O:16])[O:13][CH2:14]Cl)[N:10]=2)[CH:7]=1.[C:29]([O:33][C:34]([NH:36][C@@H:37]([CH2:41][CH:42]([CH3:44])[CH3:43])[C:38]([O-:40])=[O:39])=[O:35])([CH3:32])([CH3:31])[CH3:30].[Cs+].O. (3) Given the product [C:1]([O:5][C:6](=[O:45])[CH2:7][N:8]1[C:9]2[C:10](=[C:40]([Cl:63])[CH:41]=[CH:42][CH:43]=2)[N:11]([C:16](=[O:39])[NH:17][CH2:18][C:19]2[CH:24]=[CH:23][C:22]([C:25]([N:27]3[CH2:33][CH2:32][CH2:31][CH2:30][C:29]4[CH:34]=[CH:35][CH:36]=[CH:37][C:28]3=4)=[O:26])=[CH:21][C:20]=2[CH3:38])[CH2:12][C:14]1=[O:15])([CH3:2])([CH3:4])[CH3:3], predict the reactants needed to synthesize it. The reactants are: [C:1]([O:5][C:6](=[O:45])[CH2:7][N:8]1[C:14](=[O:15])C[CH2:12][N:11]([C:16](=[O:39])[NH:17][CH2:18][C:19]2[CH:24]=[CH:23][C:22]([C:25]([N:27]3[CH2:33][CH2:32][CH2:31][CH2:30][C:29]4[CH:34]=[CH:35][CH:36]=[CH:37][C:28]3=4)=[O:26])=[CH:21][C:20]=2[CH3:38])[C:10]2[C:40](F)=[CH:41][CH:42]=[CH:43][C:9]1=2)([CH3:4])([CH3:3])[CH3:2].C(OC(=O)CN1C2C(=C([Cl:63])C=CC=2)NCC1=O)(C)(C)C.C(Cl)(Cl)=O.C(N(C(C)C)CC)(C)C.NCC1C=CC(C(N2CCCCC3C=CC=CC2=3)=O)=CC=1C. (4) Given the product [NH2:10][C:9]1[CH:8]=[CH:7][C:6]([C:13]([N:15]2[CH2:19][CH2:18][CH2:17][CH2:16]2)=[O:14])=[CH:5][C:4]=1[O:3][CH2:1][CH3:2], predict the reactants needed to synthesize it. The reactants are: [CH2:1]([O:3][C:4]1[CH:5]=[C:6]([C:13]([N:15]2[CH2:19][CH2:18][CH2:17][CH2:16]2)=[O:14])[CH:7]=[CH:8][C:9]=1[N+:10]([O-])=O)[CH3:2]. (5) Given the product [CH2:26]([C:23]1[CH:22]=[N:21][C:20]([N:17]2[CH2:18][CH2:19][CH:14]([O:1][C:2]3[CH:7]=[CH:6][NH:5][C:4](=[O:8])[CH:3]=3)[CH2:15][CH2:16]2)=[N:25][CH:24]=1)[CH2:27][CH3:28], predict the reactants needed to synthesize it. The reactants are: [OH:1][C:2]1[CH:7]=[CH:6][NH:5][C:4](=[O:8])[CH:3]=1.CS(O[CH:14]1[CH2:19][CH2:18][N:17]([C:20]2[N:25]=[CH:24][C:23]([CH2:26][CH2:27][CH3:28])=[CH:22][N:21]=2)[CH2:16][CH2:15]1)(=O)=O.C(=O)([O-])[O-].[K+].[K+].CS(C)=O. (6) Given the product [Cl:1][C:2]1[C:3]([N:15]([CH3:33])[CH:16]2[CH2:32][CH2:31][C:19]3([CH2:23][NH:22][CH2:21][CH2:20]3)[CH2:18][CH2:17]2)=[N:4][C:5]([NH:8][C:9]2[CH:10]=[N:11][N:12]([CH3:14])[CH:13]=2)=[N:6][CH:7]=1, predict the reactants needed to synthesize it. The reactants are: [Cl:1][C:2]1[C:3]([N:15]([CH3:33])[CH:16]2[CH2:32][CH2:31][C:19]3([CH2:23][N:22](C(OC(C)(C)C)=O)[CH2:21][CH2:20]3)[CH2:18][CH2:17]2)=[N:4][C:5]([NH:8][C:9]2[CH:10]=[N:11][N:12]([CH3:14])[CH:13]=2)=[N:6][CH:7]=1.Cl. (7) Given the product [F:16][C:14]([F:15])([F:17])[S:11]([C:9]1[CH:8]=[CH:7][C:6]2[O:18][CH2:19][C@H:20]([CH2:22][OH:21])[O:4][C:5]=2[CH:10]=1)(=[O:12])=[O:13], predict the reactants needed to synthesize it. The reactants are: C([O:4][C:5]1[CH:10]=[C:9]([S:11]([C:14]([F:17])([F:16])[F:15])(=[O:13])=[O:12])[CH:8]=[CH:7][C:6]=1[O:18][CH2:19][C@H:20]1[CH2:22][O:21]1)(=O)C.[OH-].[K+]. (8) Given the product [CH3:14][O:15][C:16]([C:18]1([CH2:25][CH:26]([CH2:29][CH3:30])[CH2:27][CH3:28])[CH2:23][CH2:22][CH2:21][CH2:20][CH2:19]1)=[O:17], predict the reactants needed to synthesize it. The reactants are: C(NC(C)C)(C)C.CCCCCC.[CH3:14][O:15][C:16]([CH:18]1[CH2:23][CH2:22][CH2:21][CH2:20][CH2:19]1)=[O:17].Br[CH2:25][CH:26]([CH2:29][CH3:30])[CH2:27][CH3:28].Cl. (9) Given the product [ClH:26].[NH2:2][C@H:3]1[CH2:9][CH2:8][CH2:7][CH2:6][N:5]([CH2:10][C:11]2[CH:16]=[CH:15][CH:14]=[C:13]([Cl:1])[CH:12]=2)[C:4]1=[O:17], predict the reactants needed to synthesize it. The reactants are: [ClH:1].[NH2:2][C@H:3]1[CH2:9][CH2:8][CH2:7][CH2:6][N:5]([CH2:10][C:11]2[CH:16]=[CH:15][CH:14]=[CH:13][CH:12]=2)[C:4]1=[O:17].BrCC1C=CC=C([Cl:26])C=1.